This data is from Forward reaction prediction with 1.9M reactions from USPTO patents (1976-2016). The task is: Predict the product of the given reaction. (1) Given the reactants [CH3:1][C:2]1([CH3:55])[O:7][C:6]2[CH:8]=[CH:9][C:10]([C@H:12]3[O:16]C(=O)[N:14]([CH2:18][CH2:19][CH2:20][CH2:21][CH2:22][CH2:23][O:24][CH2:25][CH2:26][O:27][CH2:28][C:29]4[CH:30]=[C:31]([S:35]([N:38]([CH2:47][O:48][CH2:49][CH2:50][Si:51]([CH3:54])([CH3:53])[CH3:52])[CH2:39][O:40][CH2:41][CH2:42][Si:43]([CH3:46])([CH3:45])[CH3:44])(=[O:37])=[O:36])[CH:32]=[CH:33][CH:34]=4)[CH2:13]3)=[CH:11][C:5]=2[CH2:4][O:3]1.C[Si](C)(C)[O-].[K+].P([O-])([O-])([O-])=O, predict the reaction product. The product is: [CH3:1][C:2]1([CH3:55])[O:7][C:6]2[CH:8]=[CH:9][C:10]([C@@H:12]([OH:16])[CH2:13][NH:14][CH2:18][CH2:19][CH2:20][CH2:21][CH2:22][CH2:23][O:24][CH2:25][CH2:26][O:27][CH2:28][C:29]3[CH:30]=[C:31]([S:35]([N:38]([CH2:39][O:40][CH2:41][CH2:42][Si:43]([CH3:46])([CH3:45])[CH3:44])[CH2:47][O:48][CH2:49][CH2:50][Si:51]([CH3:53])([CH3:52])[CH3:54])(=[O:37])=[O:36])[CH:32]=[CH:33][CH:34]=3)=[CH:11][C:5]=2[CH2:4][O:3]1. (2) Given the reactants [C:1]([C:5]1[CH:10]=[CH:9][C:8]([CH:11]2[CH2:16][CH:15]([C:17]([O:19]C)=[O:18])[CH2:14][CH2:13][N:12]2[C:21]([O:23][CH3:24])=[O:22])=[CH:7][CH:6]=1)([CH3:4])([CH3:3])[CH3:2].[Br-].[Li+].C(N(CC)CC)C.O, predict the reaction product. The product is: [C:1]([C:5]1[CH:10]=[CH:9][C:8]([CH:11]2[CH2:16][CH:15]([C:17]([OH:19])=[O:18])[CH2:14][CH2:13][N:12]2[C:21]([O:23][CH3:24])=[O:22])=[CH:7][CH:6]=1)([CH3:4])([CH3:2])[CH3:3].